From a dataset of Full USPTO retrosynthesis dataset with 1.9M reactions from patents (1976-2016). Predict the reactants needed to synthesize the given product. Given the product [C:14](/[N:17]=[C:10](\[NH2:11])/[N:9]=[C:8]([NH2:12])[NH2:7])([CH3:16])([CH3:15])[CH3:13], predict the reactants needed to synthesize it. The reactants are: C1([NH:7][C:8]([NH2:12])=[N:9][C:10]#[N:11])C=CC=CC=1.[CH3:13][C:14]([NH2:17])([CH3:16])[CH3:15].O.Cl.